Predict the reactants needed to synthesize the given product. From a dataset of Full USPTO retrosynthesis dataset with 1.9M reactions from patents (1976-2016). (1) Given the product [CH2:1]([O:8][C:9](=[O:26])[C:10]([O:12][C:13]1[CH:18]=[CH:17][CH:16]=[C:15]([CH:19]2[CH2:24][CH2:23][CH2:22][N:21]([C:37](=[O:38])[CH2:36][C:33]3[CH:34]=[CH:35][C:30]([CH:27]([CH3:28])[CH3:29])=[CH:31][CH:32]=3)[CH2:20]2)[CH:14]=1)([CH3:11])[CH3:25])[C:2]1[CH:7]=[CH:6][CH:5]=[CH:4][CH:3]=1, predict the reactants needed to synthesize it. The reactants are: [CH2:1]([O:8][C:9](=[O:26])[C:10]([CH3:25])([O:12][C:13]1[CH:18]=[CH:17][CH:16]=[C:15]([CH:19]2[CH2:24][CH2:23][CH2:22][NH:21][CH2:20]2)[CH:14]=1)[CH3:11])[C:2]1[CH:7]=[CH:6][CH:5]=[CH:4][CH:3]=1.[CH:27]([C:30]1[CH:35]=[CH:34][C:33]([CH2:36][C:37](O)=[O:38])=[CH:32][CH:31]=1)([CH3:29])[CH3:28].Cl.CN(C)CCCN=C=NCC. (2) Given the product [CH2:1]([O:8][C:9]([C:11]1[CH:20]=[CH:19][C:18]2[C:13](=[C:14]([C:39]3[C:40]4[C:35](=[CH:34][CH:33]=[CH:32][CH:31]=4)[CH:36]=[CH:37][CH:38]=3)[CH:15]=[CH:16][CH:17]=2)[N:12]=1)=[O:10])[C:2]1[CH:7]=[CH:6][CH:5]=[CH:4][CH:3]=1, predict the reactants needed to synthesize it. The reactants are: [CH2:1]([O:8][C:9]([C:11]1[CH:20]=[CH:19][C:18]2[C:13](=[C:14](B3OC(C)(C)C(C)(C)O3)[CH:15]=[CH:16][CH:17]=2)[N:12]=1)=[O:10])[C:2]1[CH:7]=[CH:6][CH:5]=[CH:4][CH:3]=1.Br[C:31]1[C:40]2[C:35](=[CH:36][CH:37]=[CH:38][CH:39]=2)[CH:34]=[CH:33][CH:32]=1.C([O-])([O-])=O.[K+].[K+]. (3) Given the product [CH3:3][O:4][CH2:5][CH2:6][N:7]([CH2:1][O:16][CH3:13])[CH2:8][Si:9]([CH3:12])([CH3:11])[CH3:10], predict the reactants needed to synthesize it. The reactants are: [CH2:1]=O.[CH3:3][O:4][CH2:5][CH2:6][NH:7][CH2:8][Si:9]([CH3:12])([CH3:11])[CH3:10].[C:13]([O-:16])([O-])=O.[K+].[K+]. (4) Given the product [C:1]([O:5][C:6]([C:8]1[CH:13]=[CH:12][C:11]([S:14]([NH:17][C:31]([NH:30][C:22]2[CH:21]=[C:20]([Cl:19])[CH:29]=[CH:28][C:23]=2[C:24]([O:26][CH3:27])=[O:25])=[O:32])(=[O:16])=[O:15])=[CH:10][C:9]=1[OH:18])=[O:7])([CH3:4])([CH3:2])[CH3:3], predict the reactants needed to synthesize it. The reactants are: [C:1]([O:5][C:6]([C:8]1[CH:13]=[CH:12][C:11]([S:14]([NH2:17])(=[O:16])=[O:15])=[CH:10][C:9]=1[OH:18])=[O:7])([CH3:4])([CH3:3])[CH3:2].[Cl:19][C:20]1[CH:21]=[C:22]([NH:30][C:31](OC2C=CC=CC=2)=[O:32])[C:23](=[CH:28][CH:29]=1)[C:24]([O:26][CH3:27])=[O:25]. (5) The reactants are: Cl[C:2]1[N:7]=[C:6]([O:8][CH3:9])[N:5]=[C:4]([NH:10][CH2:11][CH:12]2[CH2:17][N:16]([CH3:18])[C:15]3[CH:19]=[CH:20][CH:21]=[CH:22][C:14]=3[O:13]2)[CH:3]=1.[C:23]([C:26]([C:29]1[CH:30]=[C:31](B(O)O)[CH:32]=[CH:33][CH:34]=1)([CH3:28])[CH3:27])([OH:25])=[O:24].C([O-])([O-])=O.[Cs+].[Cs+]. Given the product [CH3:9][O:8][C:6]1[N:7]=[C:2]([C:31]2[CH:30]=[C:29]([C:26]([CH3:28])([CH3:27])[C:23]([OH:25])=[O:24])[CH:34]=[CH:33][CH:32]=2)[CH:3]=[C:4]([NH:10][CH2:11][CH:12]2[CH2:17][N:16]([CH3:18])[C:15]3[CH:19]=[CH:20][CH:21]=[CH:22][C:14]=3[O:13]2)[N:5]=1, predict the reactants needed to synthesize it.